This data is from Full USPTO retrosynthesis dataset with 1.9M reactions from patents (1976-2016). The task is: Predict the reactants needed to synthesize the given product. (1) Given the product [C:1]([C:3]1[CH:8]=[CH:7][CH:6]=[CH:5][CH:4]=1)(=[O:11])[CH3:2], predict the reactants needed to synthesize it. The reactants are: [CH2:1]([C:3]1[CH:8]=[CH:7][CH:6]=[CH:5][CH:4]=1)[CH3:2].C(ON1C(=O)C2=CC=CC=C2C1=O)(=[O:11])C.C(O)(=O)C1C=CC=CC=1. (2) Given the product [C:2]1([C:16]2[C:17]3[C:12](=[CH:11][CH:10]=[CH:9][CH:8]=3)[CH:13]=[CH:14][CH:15]=2)[CH:7]=[CH:6][CH:5]=[CH:4][CH:3]=1, predict the reactants needed to synthesize it. The reactants are: Br[C:2]1[CH:7]=[CH:6][CH:5]=[CH:4][CH:3]=1.[C:8]1(B(O)O)[C:17]2[C:12](=[CH:13][CH:14]=[CH:15][CH:16]=2)[CH:11]=[CH:10][CH:9]=1.C(N(CC)CC)C.